From a dataset of Forward reaction prediction with 1.9M reactions from USPTO patents (1976-2016). Predict the product of the given reaction. (1) Given the reactants CC1CC[C@@H](C(C)=C)CC=1.C([O-])([O-])=[O:12].C([O-])([O-])=O.OO.OO.OO.[Na+].[Na+].[Na+].[Na+].[C:29]1(=O)[O:34][C:32](=O)[C:31]2=CC=CC=C12.[C:40]1([CH3:46])[CH:45]=[CH:44][CH:43]=[CH:42][CH:41]=1, predict the reaction product. The product is: [CH3:46][C:40]12[O:12][CH:45]1[CH2:44][CH:43]([C:32]1([CH3:31])[O:34][CH2:29]1)[CH2:42][CH2:41]2. (2) The product is: [Cl:13][C:10]1[CH:11]=[CH:12][C:7]([S:4]([CH2:3][CH2:2][NH:1][C:36](=[O:38])[CH3:37])(=[O:5])=[O:6])=[C:8]([NH:14][S:15]([C:18]2[CH:23]=[CH:22][C:21]([Cl:24])=[C:20]([C:25]([F:26])([F:27])[F:28])[CH:19]=2)(=[O:17])=[O:16])[CH:9]=1. Given the reactants [NH2:1][CH2:2][CH2:3][S:4]([C:7]1[CH:12]=[CH:11][C:10]([Cl:13])=[CH:9][C:8]=1[NH:14][S:15]([C:18]1[CH:23]=[CH:22][C:21]([Cl:24])=[C:20]([C:25]([F:28])([F:27])[F:26])[CH:19]=1)(=[O:17])=[O:16])(=[O:6])=[O:5].CCN(CC)CC.[C:36](OC(=O)C)(=[O:38])[CH3:37], predict the reaction product. (3) Given the reactants [I:1][C:2]1[CH:3]=[C:4]([CH:6]=[CH:7][C:8]=1[CH3:9])[NH2:5].[F:10][C:11]([F:22])([F:21])[C:12]1[CH:13]=[C:14]([N:18]=[C:19]=[O:20])[CH:15]=[CH:16][CH:17]=1, predict the reaction product. The product is: [I:1][C:2]1[CH:3]=[C:4]([NH:5][C:19]([NH:18][C:14]2[CH:15]=[CH:16][CH:17]=[C:12]([C:11]([F:10])([F:21])[F:22])[CH:13]=2)=[O:20])[CH:6]=[CH:7][C:8]=1[CH3:9]. (4) Given the reactants F[C:2](F)(F)[C:3]([OH:5])=[O:4].[CH3:8][NH:9][C@H:10]([C:14]([NH:16][C@H:17]([C:21]([N:23]([C@@H:25]([C@@H:59]([CH3:62])[CH2:60][CH3:61])[C@H:26]([O:57][CH3:58])[CH2:27][C:28]([N:30]1[CH2:34][CH2:33][CH2:32][C@H:31]1[C@H:35]([O:55][CH3:56])[C@@H:36]([CH3:54])[C:37]([NH:39][C@@H:40]([CH2:44][C:45]1[C:53]2[C:48](=[CH:49][CH:50]=[CH:51][CH:52]=2)[NH:47][CH:46]=1)[C:41]([NH2:43])=[O:42])=[O:38])=[O:29])[CH3:24])=[O:22])[CH:18]([CH3:20])[CH3:19])=[O:15])[CH:11]([CH3:13])[CH3:12].O=[CH:64][CH2:65][CH2:66]C(O)=O.[C:70]([BH3-])#N.[Na+], predict the reaction product. The product is: [C:3]([CH2:2][CH2:64][CH2:65][CH2:66][CH2:8][N:9]([CH3:70])[C@H:10]([C:14]([NH:16][C@H:17]([C:21]([N:23]([C@@H:25]([C@@H:59]([CH3:62])[CH2:60][CH3:61])[C@H:26]([O:57][CH3:58])[CH2:27][C:28]([N:30]1[CH2:34][CH2:33][CH2:32][C@H:31]1[C@H:35]([O:55][CH3:56])[C@@H:36]([CH3:54])[C:37]([NH:39][C@@H:40]([CH2:44][C:45]1[C:53]2[C:48](=[CH:49][CH:50]=[CH:51][CH:52]=2)[NH:47][CH:46]=1)[C:41]([NH2:43])=[O:42])=[O:38])=[O:29])[CH3:24])=[O:22])[CH:18]([CH3:20])[CH3:19])=[O:15])[CH:11]([CH3:13])[CH3:12])([OH:5])=[O:4]. (5) Given the reactants [Sn](Cl)Cl.[Br:4][C:5]1[CH:6]=[CH:7][C:8]([N+:17]([O-])=O)=[C:9]([NH:11][CH2:12][CH2:13][CH2:14][O:15][CH3:16])[CH:10]=1, predict the reaction product. The product is: [Br:4][C:5]1[CH:10]=[C:9]([NH:11][CH2:12][CH2:13][CH2:14][O:15][CH3:16])[C:8]([NH2:17])=[CH:7][CH:6]=1. (6) Given the reactants C(Cl)(=O)C(Cl)=O.CS(C)=O.[F:11][C:12]1[C:13]([O:30][CH3:31])=[C:14]([C:18]([CH3:29])([CH3:28])[CH2:19][C:20]([C:24]([F:27])([F:26])[F:25])([OH:23])[CH2:21][OH:22])[CH:15]=[CH:16][CH:17]=1.C(N(CC)CC)C, predict the reaction product. The product is: [F:11][C:12]1[C:13]([O:30][CH3:31])=[C:14]([C:18]([CH3:29])([CH3:28])[CH2:19][C:20]([OH:23])([C:24]([F:27])([F:26])[F:25])[CH:21]=[O:22])[CH:15]=[CH:16][CH:17]=1. (7) The product is: [I-:44].[CH3:16][O:15][C:14]1[C:13]([O:17][CH3:18])=[C:12]([O:19][CH3:20])[C:11]([O:21][CH3:22])=[C:10]([CH3:23])[C:9]=1[CH2:8][CH2:7][CH2:6][P+:30]([C:31]1[CH:32]=[CH:33][CH:34]=[CH:35][CH:36]=1)([C:37]1[CH:42]=[CH:41][CH:40]=[CH:39][CH:38]=1)[C:24]1[CH:25]=[CH:26][CH:27]=[CH:28][CH:29]=1. Given the reactants CS(O[CH2:6][CH2:7][CH2:8][C:9]1[C:14]([O:15][CH3:16])=[C:13]([O:17][CH3:18])[C:12]([O:19][CH3:20])=[C:11]([O:21][CH3:22])[C:10]=1[CH3:23])(=O)=O.[C:24]1([P:30]([C:37]2[CH:42]=[CH:41][CH:40]=[CH:39][CH:38]=2)[C:31]2[CH:36]=[CH:35][CH:34]=[CH:33][CH:32]=2)[CH:29]=[CH:28][CH:27]=[CH:26][CH:25]=1.[Na+].[I-:44], predict the reaction product. (8) The product is: [Br:1][C:2]1[C:7]([NH:8][C:9]2[CH:10]=[CH:11][C:12]([O:15][CH3:16])=[CH:13][CH:14]=2)=[C:6]([NH2:17])[CH:5]=[N:4][CH:3]=1. Given the reactants [Br:1][C:2]1[CH:3]=[N:4][CH:5]=[C:6]([N+:17]([O-])=O)[C:7]=1[NH:8][C:9]1[CH:14]=[CH:13][C:12]([O:15][CH3:16])=[CH:11][CH:10]=1, predict the reaction product. (9) Given the reactants [OH:1][C@H:2]1[CH2:7][CH2:6][CH2:5][N:4]([C:8]([O:10][C:11]([CH3:14])([CH3:13])[CH3:12])=[O:9])[CH2:3]1.[H-].[Na+].Cl[C:18]1[CH:27]=[CH:26][C:25]2[C:20](=[C:21]([C:28]3[NH:36][C:35]4[CH2:34][CH2:33][NH:32][C:31](=[O:37])[C:30]=4[CH:29]=3)[CH:22]=[CH:23][CH:24]=2)[N:19]=1, predict the reaction product. The product is: [O:37]=[C:31]1[C:30]2[CH:29]=[C:28]([C:21]3[CH:22]=[CH:23][CH:24]=[C:25]4[C:20]=3[N:19]=[C:18]([O:1][C@H:2]3[CH2:7][CH2:6][CH2:5][N:4]([C:8]([O:10][C:11]([CH3:14])([CH3:13])[CH3:12])=[O:9])[CH2:3]3)[CH:27]=[CH:26]4)[NH:36][C:35]=2[CH2:34][CH2:33][NH:32]1. (10) Given the reactants [CH3:1][S:2]([OH:5])(=[O:4])=[O:3].[Si]([O:13][CH2:14][CH2:15][N:16]([C:44]#[N:45])[C:17]1[CH:22]=[CH:21][C:20]([N:23]2[CH2:28][CH2:27][C:26]3[C:29]([C:40]([NH2:42])=[O:41])=[N:30][N:31]([C:32]4[CH:37]=[CH:36][C:35]([O:38][CH3:39])=[CH:34][CH:33]=4)[C:25]=3[C:24]2=[O:43])=[CH:19][CH:18]=1)(C(C)(C)C)(C)C.C(OCC)C, predict the reaction product. The product is: [CH3:1][S:2]([OH:5])(=[O:4])=[O:3].[NH:45]=[C:44]1[N:16]([C:17]2[CH:22]=[CH:21][C:20]([N:23]3[CH2:28][CH2:27][C:26]4[C:29]([C:40]([NH2:42])=[O:41])=[N:30][N:31]([C:32]5[CH:37]=[CH:36][C:35]([O:38][CH3:39])=[CH:34][CH:33]=5)[C:25]=4[C:24]3=[O:43])=[CH:19][CH:18]=2)[CH2:15][CH2:14][O:13]1.